From a dataset of Reaction yield outcomes from USPTO patents with 853,638 reactions. Predict the reaction yield, written as a fraction of the theoretical maximum amount of product (1.0 means a 100% yield; for example, 0.34 means a 34% yield). (1) The reactants are [CH3:1]S(C)=O.[CH3:5][C:6](C)([O-])[CH3:7].[K+].[OH2:11].[CH3:12][CH2:13][CH2:14][CH2:15][CH2:16][CH3:17]. No catalyst specified. The product is [CH:5]([O:11][CH2:1][C:14]1[CH:13]=[CH:12][CH:17]=[CH:16][CH:15]=1)=[CH:6][CH3:7]. The yield is 0.870. (2) The reactants are Br[C:2]1[CH:3]=[C:4]([NH:9][C:10]2[N:15]=[C:14]([CH:16]([CH3:18])[CH3:17])[CH:13]=[CH:12][N:11]=2)[CH:5]=[C:6]([CH3:8])[CH:7]=1.[B:19]1([B:19]2[O:23][C:22]([CH3:25])([CH3:24])[C:21]([CH3:27])([CH3:26])[O:20]2)[O:23][C:22]([CH3:25])([CH3:24])[C:21]([CH3:27])([CH3:26])[O:20]1.C([O-])(=O)C.[K+]. The catalyst is CS(C)=O. The product is [CH3:8][C:6]1[CH:5]=[C:4]([NH:9][C:10]2[N:15]=[C:14]([CH:16]([CH3:18])[CH3:17])[CH:13]=[CH:12][N:11]=2)[CH:3]=[C:2]([B:19]2[O:23][C:22]([CH3:25])([CH3:24])[C:21]([CH3:27])([CH3:26])[O:20]2)[CH:7]=1. The yield is 0.432. (3) The reactants are [Br:1][C:2]1[CH:3]=[C:4]2[C:9](=[CH:10][CH:11]=1)[N:8]=[C:7]([CH3:12])[C:6]([S:13]([CH3:16])(=[O:15])=[O:14])=[C:5]2O.CN(C)C1C=CC(C)=CC=1.P(Cl)(Cl)([Cl:30])=O. The catalyst is C1(C)C=CC=CC=1. The product is [Br:1][C:2]1[CH:3]=[C:4]2[C:9](=[CH:10][CH:11]=1)[N:8]=[C:7]([CH3:12])[C:6]([S:13]([CH3:16])(=[O:15])=[O:14])=[C:5]2[Cl:30]. The yield is 0.180.